Dataset: Peptide-MHC class II binding affinity with 134,281 pairs from IEDB. Task: Regression. Given a peptide amino acid sequence and an MHC pseudo amino acid sequence, predict their binding affinity value. This is MHC class II binding data. (1) The MHC is HLA-DPA10201-DPB10501 with pseudo-sequence HLA-DPA10201-DPB10501. The binding affinity (normalized) is 0.0263. The peptide sequence is NIVNMLHGVRDGLVR. (2) The peptide sequence is VLMAVVLASLIYRRR. The MHC is HLA-DQA10501-DQB10301 with pseudo-sequence HLA-DQA10501-DQB10301. The binding affinity (normalized) is 0.638. (3) The peptide sequence is VKQIKVRVDMVRHRI. The MHC is DRB1_0101 with pseudo-sequence DRB1_0101. The binding affinity (normalized) is 0.723.